Task: Predict which catalyst facilitates the given reaction.. Dataset: Catalyst prediction with 721,799 reactions and 888 catalyst types from USPTO (1) Reactant: FC(F)(F)S(O[C:7]1[C:8]2[C:17]([C:18]3[CH:23]=[CH:22][CH:21]=[CH:20][CH:19]=3)=[C:16]([C:24]3[CH:29]=[CH:28][C:27]([C:30]4([NH:34][C:35]([O:37][C:38]([CH3:41])([CH3:40])[CH3:39])=[O:36])[CH2:33][CH2:32][CH2:31]4)=[CH:26][CH:25]=3)[O:15][C:9]=2[N:10]=[C:11]([S:13][CH3:14])[N:12]=1)(=O)=O.[CH3:44][NH:45][CH3:46]. Product: [CH3:44][N:45]([CH3:46])[C:7]1[C:8]2[C:17]([C:18]3[CH:23]=[CH:22][CH:21]=[CH:20][CH:19]=3)=[C:16]([C:24]3[CH:29]=[CH:28][C:27]([C:30]4([NH:34][C:35](=[O:36])[O:37][C:38]([CH3:39])([CH3:41])[CH3:40])[CH2:33][CH2:32][CH2:31]4)=[CH:26][CH:25]=3)[O:15][C:9]=2[N:10]=[C:11]([S:13][CH3:14])[N:12]=1. The catalyst class is: 1. (2) Reactant: C([N:8]1[C:18]2=[C:19]3[C:14]([N:15]([CH2:20][C:21]4[CH:26]=[CH:25][C:24]([O:27][CH3:28])=[CH:23][CH:22]=4)[CH2:16][CH2:17]2)=[N:13]C(SC)=[N:11][C:10]3=[N:9]1)C1C=CC=CC=1.[CH:31]1[CH:36]=[C:35](Cl)[CH:34]=[C:33]([C:38](OO)=O)[CH:32]=1.[CH3:42][S:43]([CH3:45])=[O:44].C([O-])(O)=[O:47].[Na+]. Product: [CH2:38]([N:9]1[C:10]2=[C:19]3[C:14](=[N:13][C:42]([S:43]([CH3:45])(=[O:47])=[O:44])=[N:11]2)[N:15]([CH2:20][C:21]2[CH:22]=[CH:23][C:24]([O:27][CH3:28])=[CH:25][CH:26]=2)[CH2:16][CH2:17][C:18]3=[N:8]1)[C:33]1[CH:34]=[CH:35][CH:36]=[CH:31][CH:32]=1. The catalyst class is: 4. (3) Reactant: [F:1][C:2]1[CH:10]=[CH:9][C:8]([N+:11]([O-:13])=[O:12])=[CH:7][C:3]=1[C:4]([OH:6])=[O:5].[CH3:14]O. Product: [F:1][C:2]1[CH:10]=[CH:9][C:8]([N+:11]([O-:13])=[O:12])=[CH:7][C:3]=1[C:4]([O:6][CH3:14])=[O:5]. The catalyst class is: 33. (4) Reactant: [Li]CCCC.[CH2:6]([C:12]1[O:13][CH:14]=[CH:15][CH:16]=1)[CH2:7][CH2:8][CH2:9][CH2:10][CH3:11].[I:17]I.O. The catalyst class is: 7. Product: [CH2:6]([C:12]1[O:13][C:14]([I:17])=[CH:15][CH:16]=1)[CH2:7][CH2:8][CH2:9][CH2:10][CH3:11]. (5) Reactant: [C:1]1([CH2:7][O:8][C:9]([C:11]2([NH2:17])[CH2:16][CH2:15][CH2:14][CH2:13][CH2:12]2)=[O:10])[CH:6]=[CH:5][CH:4]=[CH:3][CH:2]=1.[C:18](OC(OC(C)(C)C)=O)(OC(C)(C)C)=[O:19].C(N(CC)CC)C.[NH:40]1[CH2:45][CH2:44][CH2:43][CH2:42][C:41]1=[O:46]. Product: [C:1]1([CH2:7][O:8][C:9]([C:11]2([NH:17][C:18]([N:40]3[CH2:45][CH2:44][CH2:43][CH2:42][C:41]3=[O:46])=[O:19])[CH2:12][CH2:13][CH2:14][CH2:15][CH2:16]2)=[O:10])[CH:2]=[CH:3][CH:4]=[CH:5][CH:6]=1. The catalyst class is: 133. (6) Reactant: [F:1][C:2]([F:12])([F:11])[C:3]1[N:8]=[CH:7][C:6]([CH2:9]O)=[CH:5][CH:4]=1.[Cl:13][C:14]1[CH:19]=[CH:18][C:17]([S:20]([NH:23][C@H:24]([C:27]2[CH:32]=[CH:31][CH:30]=[CH:29][CH:28]=2)[CH2:25][CH3:26])(=[O:22])=[O:21])=[CH:16][CH:15]=1.C1C=CC(P(C2C=CC=CC=2)C2C=CC=CC=2)=CC=1.CC(OC(/N=N/C(OC(C)C)=O)=O)C. Product: [Cl:13][C:14]1[CH:19]=[CH:18][C:17]([S:20]([N:23]([C@H:24]([C:27]2[CH:28]=[CH:29][CH:30]=[CH:31][CH:32]=2)[CH2:25][CH3:26])[CH2:9][C:6]2[CH:7]=[N:8][C:3]([C:2]([F:12])([F:11])[F:1])=[CH:4][CH:5]=2)(=[O:22])=[O:21])=[CH:16][CH:15]=1. The catalyst class is: 1. (7) Reactant: [CH3:1][C:2]([C:4]1[CH:9]=[CH:8][C:7]([F:10])=[C:6]([F:11])[CH:5]=1)=[O:3]. Product: [F:11][C:6]1[CH:5]=[C:4]([C@@H:2]([CH3:1])[OH:3])[CH:9]=[CH:8][C:7]=1[F:10]. The catalyst class is: 25. (8) The catalyst class is: 2. Product: [OH:2][C:3]1[CH:4]=[C:5]([C@@H:9]([NH:11][C:12]([C:14]2[C:23]3[C:18](=[CH:19][CH:20]=[CH:21][CH:22]=3)[N:17]=[C:16]([C:24]3[CH:29]=[CH:28][CH:27]=[CH:26][CH:25]=3)[C:15]=2[CH2:30][N:31]2[CH2:32][CH2:33][NH:34][CH2:35][CH2:36]2)=[O:13])[CH3:10])[CH:6]=[CH:7][CH:8]=1. Reactant: C[O:2][C:3]1[CH:4]=[C:5]([C@@H:9]([NH:11][C:12]([C:14]2[C:23]3[C:18](=[CH:19][CH:20]=[CH:21][CH:22]=3)[N:17]=[C:16]([C:24]3[CH:29]=[CH:28][CH:27]=[CH:26][CH:25]=3)[C:15]=2[CH2:30][N:31]2[CH2:36][CH2:35][NH:34][CH2:33][CH2:32]2)=[O:13])[CH3:10])[CH:6]=[CH:7][CH:8]=1.B(Br)(Br)Br.